From a dataset of Peptide-MHC class II binding affinity with 134,281 pairs from IEDB. Regression. Given a peptide amino acid sequence and an MHC pseudo amino acid sequence, predict their binding affinity value. This is MHC class II binding data. (1) The MHC is DRB1_1301 with pseudo-sequence DRB1_1301. The peptide sequence is SPWSWPDLDLKPGAA. The binding affinity (normalized) is 0. (2) The peptide sequence is DTFRKLFRVYDNFLR. The MHC is DRB1_0901 with pseudo-sequence DRB1_0901. The binding affinity (normalized) is 0.276. (3) The peptide sequence is EQCGRQAGGKLCPNN. The binding affinity (normalized) is 0.0429. The MHC is DRB3_0202 with pseudo-sequence DRB3_0202. (4) The peptide sequence is YDKFLANVSTALTGK. The MHC is DRB1_1602 with pseudo-sequence DRB1_1602. The binding affinity (normalized) is 0.735. (5) The MHC is DRB3_0101 with pseudo-sequence DRB3_0101. The peptide sequence is AAFTSSSKAATAKAP. The binding affinity (normalized) is 0.219.